From a dataset of Forward reaction prediction with 1.9M reactions from USPTO patents (1976-2016). Predict the product of the given reaction. (1) Given the reactants [C:1]([O:5][C:6](=[O:36])[NH:7][CH:8]([CH2:10][C:11](=[O:35])[NH:12][C:13]1[CH:18]=[CH:17][CH:16]=[C:15]([C:19]2[S:27][C:26]3[C:25]([N:28]4[CH2:33][CH2:32][O:31][CH2:30][CH2:29]4)=[N:24][C:23](Cl)=[N:22][C:21]=3[CH:20]=2)[CH:14]=1)[CH3:9])([CH3:4])([CH3:3])[CH3:2].CC1(C)C(C)(C)OB([C:45]2[CH:53]=[CH:52][CH:51]=[C:50]3[C:46]=2[CH:47]=[N:48][NH:49]3)O1, predict the reaction product. The product is: [C:1]([O:5][C:6](=[O:36])[NH:7][CH:8]([CH2:10][C:11](=[O:35])[NH:12][C:13]1[CH:18]=[CH:17][CH:16]=[C:15]([C:19]2[S:27][C:26]3[C:25]([N:28]4[CH2:33][CH2:32][O:31][CH2:30][CH2:29]4)=[N:24][C:23]([C:45]4[CH:53]=[CH:52][CH:51]=[C:50]5[C:46]=4[CH:47]=[N:48][NH:49]5)=[N:22][C:21]=3[CH:20]=2)[CH:14]=1)[CH3:9])([CH3:4])([CH3:3])[CH3:2]. (2) Given the reactants [N:1]1([CH:6]2[CH2:14][C:13]3[C:8](=[CH:9][CH:10]=[C:11]([O:15][C:16]4[N:17]=[CH:18][C:19]([C:22]([O:24]C)=[O:23])=[N:20][CH:21]=4)[CH:12]=3)[CH2:7]2)[CH2:5][CH2:4][CH2:3][CH2:2]1.[OH-].[Na+], predict the reaction product. The product is: [N:1]1([CH:6]2[CH2:14][C:13]3[C:8](=[CH:9][CH:10]=[C:11]([O:15][C:16]4[N:17]=[CH:18][C:19]([C:22]([OH:24])=[O:23])=[N:20][CH:21]=4)[CH:12]=3)[CH2:7]2)[CH2:2][CH2:3][CH2:4][CH2:5]1. (3) Given the reactants [Br:1][C:2]1[CH:7]=[CH:6][C:5]([CH:8]([C:17]2[CH:22]=CC=[C:19](OC)[CH:18]=2)[CH2:9][N:10]2[C:14](=O)[CH2:13][CH2:12][C:11]2=O)=[CH:4][CH:3]=1.[C:25](Cl)(=O)[CH3:26].[CH3:29][CH2:30][O:31][C:32]([CH3:34])=O, predict the reaction product. The product is: [Br:1][C:2]1[CH:3]=[CH:4][C:5]([C@H:8]2[C:17]3[C:18](=[CH:19][CH:34]=[C:32]([O:31][CH2:30][CH2:29][CH2:11][N:10]4[CH2:26][CH2:25][CH2:5][CH2:8][CH2:9]4)[CH:22]=3)[C@H:14]3[CH2:13][CH2:12][CH2:11][N:10]3[CH2:9]2)=[CH:6][CH:7]=1. (4) Given the reactants [N+:1]([C:4]1[CH:12]=[CH:11][C:7]([C:8]([OH:10])=[O:9])=[CH:6][CH:5]=1)([O-:3])=[O:2].C(=O)([O-])[O-].[K+].[K+].[CH2:19](Br)[C:20]1[CH:25]=[CH:24][CH:23]=[CH:22][CH:21]=1, predict the reaction product. The product is: [N+:1]([C:4]1[CH:5]=[CH:6][C:7]([C:8]([O:10][CH2:19][C:20]2[CH:25]=[CH:24][CH:23]=[CH:22][CH:21]=2)=[O:9])=[CH:11][CH:12]=1)([O-:3])=[O:2]. (5) Given the reactants F[C:2]1[CH:19]=[CH:18][C:5]([O:6][CH2:7][C:8]2[CH:17]=[CH:16][C:15]3[C:10](=[CH:11][CH:12]=[CH:13][CH:14]=3)[N:9]=2)=[CH:4][C:3]=1[N+:20]([O-:22])=[O:21].[NH2:23][CH2:24][C:25]1[CH:32]=[CH:31][C:28]([C:29]#[N:30])=[CH:27][CH:26]=1.CCN(C(C)C)C(C)C.O, predict the reaction product. The product is: [N+:20]([C:3]1[CH:4]=[C:5]([O:6][CH2:7][C:8]2[CH:17]=[CH:16][C:15]3[C:10](=[CH:11][CH:12]=[CH:13][CH:14]=3)[N:9]=2)[CH:18]=[CH:19][C:2]=1[NH:30][CH2:29][C:28]1[CH:31]=[CH:32][C:25]([C:24]#[N:23])=[CH:26][CH:27]=1)([O-:22])=[O:21]. (6) Given the reactants [H-].[Na+].Cl[CH2:4][CH2:5][S:6](Cl)(=[O:8])=[O:7].[CH:10]1[C:19]2[C:14](=[CH:15][CH:16]=[CH:17][CH:18]=2)[CH:13]=[CH:12][C:11]=1[C:20]1[C:21]([NH2:26])=[N:22][CH:23]=[CH:24][CH:25]=1.O, predict the reaction product. The product is: [CH:10]1[C:19]2[C:14](=[CH:15][CH:16]=[CH:17][CH:18]=2)[CH:13]=[CH:12][C:11]=1[C:20]1[C:21]2=[N:26][S:6](=[O:8])(=[O:7])[CH2:5][CH2:4][N:22]2[CH:23]=[CH:24][CH:25]=1. (7) Given the reactants [CH3:1][C:2]1([CH3:32])[CH2:11][CH:10]=[C:9]([C:12]2[CH:17]=[CH:16][C:15](C)=[CH:14][CH:13]=2)[C:8]2[CH:7]=[C:6]([C:19]#[C:20][C:21]3[CH:31]=[CH:30][C:24]([C:25]([O:27][CH2:28][CH3:29])=[O:26])=[CH:23][CH:22]=3)[CH:5]=[CH:4][C:3]1=2.CC1(C)CC=C(OS(C(F)(F)F)(=O)=O)C2C=C(C#CC3C=CC(C(OCC)=O)=CC=3)C=CC1=2, predict the reaction product. The product is: [CH3:32][C:2]1([CH3:1])[CH2:11][CH:10]=[C:9]([C:12]2[CH:17]=[CH:16][CH:15]=[CH:14][CH:13]=2)[C:8]2[CH:7]=[C:6]([C:19]#[C:20][C:21]3[CH:22]=[CH:23][C:24]([C:25]([O:27][CH2:28][CH3:29])=[O:26])=[CH:30][CH:31]=3)[CH:5]=[CH:4][C:3]1=2.